The task is: Predict the reaction yield, written as a fraction of the theoretical maximum amount of product (1.0 means a 100% yield; for example, 0.34 means a 34% yield).. This data is from Reaction yield outcomes from USPTO patents with 853,638 reactions. (1) The reactants are [CH3:1][O:2][C:3]([NH:5][C@H:6]([C:10]([N:12]1[C@@H:16]([CH3:17])[CH2:15][CH2:14][C@H:13]1[C:18]1[NH:22][C:21]2[C:23]3[C:28]([CH:29]=[CH:30][C:20]=2[N:19]=1)=[CH:27][C:26]1[C:31]2[C:36]([CH2:37][O:38][C:25]=1[CH:24]=3)=[CH:35][C:34]([C:39]1[NH:43][C:42]([C@@H:44]3[CH2:48][C@H:47]([CH2:49][O:50][CH3:51])[CH2:46][N:45]3C(OC(C)(C)C)=O)=[N:41][CH:40]=1)=[CH:33][CH:32]=2)=[O:11])[CH:7]([CH3:9])[CH3:8])=[O:4].[CH3:59][O:60][C@H:61]([CH3:71])[C@H:62]([NH:66][C:67]([O:69][CH3:70])=[O:68])[C:63]([OH:65])=O.CN(C(ON1N=NC2C=CC=NC1=2)=[N+](C)C)C.F[P-](F)(F)(F)(F)F.CN1CCOCC1. The yield is 0.590. The catalyst is Cl.CCO.CN(C=O)C. The product is [CH3:59][O:60][C@@H:61]([CH3:71])[C@H:62]([NH:66][C:67]([O:69][CH3:70])=[O:68])[C:63]([N:45]1[CH2:46][C@@H:47]([CH2:49][O:50][CH3:51])[CH2:48][C@H:44]1[C:42]1[NH:43][C:39]([C:34]2[CH:35]=[C:36]3[CH2:37][O:38][C:25]4[CH:24]=[C:23]5[C:28]([CH:29]=[CH:30][C:20]6[N:19]=[C:18]([C@@H:13]7[CH2:14][CH2:15][C@H:16]([CH3:17])[N:12]7[C:10](=[O:11])[C@@H:6]([NH:5][C:3](=[O:4])[O:2][CH3:1])[CH:7]([CH3:9])[CH3:8])[NH:22][C:21]=65)=[CH:27][C:26]=4[C:31]3=[CH:32][CH:33]=2)=[CH:40][N:41]=1)=[O:65]. (2) The reactants are [Cl:1][C:2]1[C:11]([N:12]2[CH2:17][CH2:16][O:15][CH2:14][CH2:13]2)=[CH:10][C:5]([C:6]([NH:8][CH3:9])=[O:7])=[C:4]([CH3:18])[CH:3]=1.[F:19][C:20]([F:30])([F:29])[C:21]1[CH:28]=[CH:27][CH:26]=[CH:25][C:22]=1C#N.[Cl-].[NH4+]. The catalyst is C1COCC1. The product is [Cl:1][C:2]1[CH:3]=[C:4]2[C:5](=[CH:10][C:11]=1[N:12]1[CH2:17][CH2:16][O:15][CH2:14][CH2:13]1)[C:6](=[O:7])[NH:8][C:9]([C:22]1[CH:25]=[CH:26][CH:27]=[CH:28][C:21]=1[C:20]([F:30])([F:29])[F:19])=[CH:18]2. The yield is 0.130. (3) The reactants are C(OC(=O)[NH:7][C@@H:8]([CH2:30][CH:31]([CH3:33])[CH3:32])[CH2:9][O:10][C:11]1[C:12]([Br:29])=[CH:13][C:14]2[C:24]3[C:19](=[CH:20][N:21]=[CH:22][CH:23]=3)[CH:18]([C:25]([F:28])([F:27])[F:26])[O:17][C:15]=2[CH:16]=1)(C)(C)C.C(O)(C(F)(F)F)=O. The catalyst is ClCCl. The product is [Br:29][C:12]1[C:11]([O:10][CH2:9][C@@H:8]([NH2:7])[CH2:30][CH:31]([CH3:33])[CH3:32])=[CH:16][C:15]2[O:17][CH:18]([C:25]([F:27])([F:28])[F:26])[C:19]3[C:24]([C:14]=2[CH:13]=1)=[CH:23][CH:22]=[N:21][CH:20]=3. The yield is 0.360. (4) The yield is 0.880. The reactants are [C:1]([O:5][C:6]([N:8]1[C:12](=[O:13])[CH2:11][CH2:10][C@H:9]1[C:14]([O:16][C:17]([CH3:20])([CH3:19])[CH3:18])=[O:15])=[O:7])([CH3:4])([CH3:3])[CH3:2].[CH3:21][Si](C)(C)[N-][Si](C)(C)C.[Li+].CI. The catalyst is C1COCC1. The product is [C:1]([O:5][C:6]([N:8]1[C:12](=[O:13])[CH:11]([CH3:21])[CH2:10][C@H:9]1[C:14]([O:16][C:17]([CH3:20])([CH3:19])[CH3:18])=[O:15])=[O:7])([CH3:4])([CH3:3])[CH3:2].